Dataset: Reaction yield outcomes from USPTO patents with 853,638 reactions. Task: Predict the reaction yield, written as a fraction of the theoretical maximum amount of product (1.0 means a 100% yield; for example, 0.34 means a 34% yield). (1) The reactants are [CH2:1]([N:8]1[C:13](=[O:14])[C:12](Cl)=[C:11]([C:16]2[CH:21]=[CH:20][C:19]([S:22]([CH3:25])(=[O:24])=[O:23])=[CH:18][CH:17]=2)[CH:10]=[N:9]1)[C:2]1[CH:7]=[CH:6][CH:5]=[CH:4][CH:3]=1.[CH3:26][C:27]1[CH:28]=[C:29](B(O)O)[CH:30]=[CH:31][C:32]=1[CH3:33].[F-].[Cs+]. The catalyst is COCCOC.O.C1C=CC([P]([Pd]([P](C2C=CC=CC=2)(C2C=CC=CC=2)C2C=CC=CC=2)([P](C2C=CC=CC=2)(C2C=CC=CC=2)C2C=CC=CC=2)[P](C2C=CC=CC=2)(C2C=CC=CC=2)C2C=CC=CC=2)(C2C=CC=CC=2)C2C=CC=CC=2)=CC=1. The product is [CH2:1]([N:8]1[C:13](=[O:14])[C:12]([C:29]2[CH:30]=[CH:31][C:32]([CH3:33])=[C:27]([CH3:26])[CH:28]=2)=[C:11]([C:16]2[CH:21]=[CH:20][C:19]([S:22]([CH3:25])(=[O:24])=[O:23])=[CH:18][CH:17]=2)[CH:10]=[N:9]1)[C:2]1[CH:7]=[CH:6][CH:5]=[CH:4][CH:3]=1. The yield is 0.560. (2) The reactants are [CH2:1]([Si:7](Cl)([Cl:9])[Cl:8])[CH2:2][CH2:3][CH2:4][CH2:5][CH3:6].C[SiH](Cl)Cl. The catalyst is [Cl-].C([P+](CCCC)(CCCC)CCCC)CCC. The product is [CH2:1]([SiH:7]([Cl:9])[Cl:8])[CH2:2][CH2:3][CH2:4][CH2:5][CH3:6]. The yield is 0.733. (3) The reactants are [CH3:1][N:2]1[C@@H:12]2[CH2:13][C:14]3[CH:19]=[CH:18][C:17]([OH:20])=[C:16]4[O:21][C@H:6]5[C:7]([CH:9]=[CH:10][C@:11]2([OH:22])[C@:5]5([C:15]=34)[CH2:4][CH2:3]1)=[O:8].[CH:23]1(C=O)[CH2:25][CH2:24]1.C([O-])=O.[NH4+]. The catalyst is [Ru](Cl)(Cl)Cl.C(O)(C)C. The product is [CH2:23]1[CH:25]([CH2:1][N:2]2[C@@H:12]3[CH2:13][C:14]4[CH:19]=[CH:18][C:17]([OH:20])=[C:16]5[O:21][CH:6]6[C:7]([CH2:9][CH2:10][C@:11]3([OH:22])[C@:5]6([C:15]=45)[CH2:4][CH2:3]2)=[O:8])[CH2:24]1. The yield is 0.910.